Dataset: Forward reaction prediction with 1.9M reactions from USPTO patents (1976-2016). Task: Predict the product of the given reaction. Given the reactants [CH3:1][O:2][C:3]1[C:8]([O:9][CH3:10])=[CH:7][C:6]([N+:11]([O-])=O)=[C:5]([C:14]2[CH2:19][C:18]([CH3:21])([CH3:20])[CH2:17][C:16]([CH3:23])([CH3:22])[CH:15]=2)[CH:4]=1.CO, predict the reaction product. The product is: [CH3:1][O:2][C:3]1[C:8]([O:9][CH3:10])=[CH:7][C:6]([NH2:11])=[C:5]([CH:14]2[CH2:19][C:18]([CH3:21])([CH3:20])[CH2:17][C:16]([CH3:23])([CH3:22])[CH2:15]2)[CH:4]=1.